Dataset: Forward reaction prediction with 1.9M reactions from USPTO patents (1976-2016). Task: Predict the product of the given reaction. (1) Given the reactants C([O:3][C:4]([C@@H:6]1[CH2:8][C@H:7]1[C:9]1[CH:14]=[C:13]([F:15])[C:12]([NH:16][CH2:17][C:18]2[CH:23]=[CH:22][CH:21]=[C:20]([O:24][C:25]3[CH:30]=[CH:29][CH:28]=[CH:27][CH:26]=3)[CH:19]=2)=[CH:11][C:10]=1[F:31])=[O:5])C.[OH-].[Na+], predict the reaction product. The product is: [F:31][C:10]1[CH:11]=[C:12]([NH:16][CH2:17][C:18]2[CH:23]=[CH:22][CH:21]=[C:20]([O:24][C:25]3[CH:30]=[CH:29][CH:28]=[CH:27][CH:26]=3)[CH:19]=2)[C:13]([F:15])=[CH:14][C:9]=1[C@@H:7]1[CH2:8][C@H:6]1[C:4]([OH:5])=[O:3]. (2) Given the reactants [NH2:1][C:2]1[CH:25]=[CH:24][C:5]([CH2:6][C:7]2[C:15]3[C:10](=[CH:11][CH:12]=[CH:13][CH:14]=3)[N:9]([CH2:16][C:17]([O:19][CH2:20][CH3:21])=[O:18])[C:8]=2[CH2:22][CH3:23])=[CH:4][CH:3]=1.C(N(CC)CC)C.[CH:33]1[C:42]2[C:37](=[CH:38][CH:39]=[CH:40][CH:41]=2)[CH:36]=[CH:35][C:34]=1[C:43](Cl)=[O:44].O, predict the reaction product. The product is: [CH:33]1[C:42]2[C:37](=[CH:38][CH:39]=[CH:40][CH:41]=2)[CH:36]=[CH:35][C:34]=1[C:43]([NH:1][C:2]1[CH:3]=[CH:4][C:5]([CH2:6][C:7]2[C:15]3[C:10](=[CH:11][CH:12]=[CH:13][CH:14]=3)[N:9]([CH2:16][C:17]([O:19][CH2:20][CH3:21])=[O:18])[C:8]=2[CH2:22][CH3:23])=[CH:24][CH:25]=1)=[O:44]. (3) Given the reactants [Cl:1][C:2]1[CH:3]=[C:4]([NH:19][C:20]2[C:30]3[CH:29]=[C:28]([C:31](O)=[O:32])[CH2:27][CH2:26][NH:25][C:24]=3[N:23]=[CH:22][N:21]=2)[CH:5]=[CH:6][C:7]=1[O:8][C:9]1[CH:14]=[CH:13][CH:12]=[C:11]([C:15]([F:18])([F:17])[F:16])[CH:10]=1.Cl.[CH3:35][O:36][CH2:37][CH:38]([CH2:43][O:44][CH3:45])[O:39][CH2:40][CH2:41][NH2:42].ON1C2C=CC=CC=2N=N1.Cl.C(N=C=NCCCN(C)C)C, predict the reaction product. The product is: [Cl:1][C:2]1[CH:3]=[C:4]([NH:19][C:20]2[C:30]3[CH:29]=[C:28]([C:31]([NH:42][CH2:41][CH2:40][O:39][CH:38]([CH2:43][O:44][CH3:45])[CH2:37][O:36][CH3:35])=[O:32])[CH2:27][CH2:26][NH:25][C:24]=3[N:23]=[CH:22][N:21]=2)[CH:5]=[CH:6][C:7]=1[O:8][C:9]1[CH:14]=[CH:13][CH:12]=[C:11]([C:15]([F:18])([F:16])[F:17])[CH:10]=1.